Dataset: Catalyst prediction with 721,799 reactions and 888 catalyst types from USPTO. Task: Predict which catalyst facilitates the given reaction. (1) Reactant: Br[C:2]1[CH:3]=[C:4]([N:8]2[CH2:13][CH2:12][N:11]([CH2:14][C:15]([N:17]3[CH2:22][CH2:21][N:20]([CH:23]4[CH2:26][CH2:25][CH2:24]4)[CH2:19][CH2:18]3)=[O:16])[CH2:10][CH2:9]2)[CH:5]=[CH:6][CH:7]=1.[NH:27]1[CH2:31][CH2:30][CH2:29][C:28]1=[O:32].C([O-])([O-])=O.[Cs+].[Cs+].CC1(C)C2C(=C(P(C3C=CC=CC=3)C3C=CC=CC=3)C=CC=2)OC2C(P(C3C=CC=CC=3)C3C=CC=CC=3)=CC=CC1=2. Product: [CH:23]1([N:20]2[CH2:21][CH2:22][N:17]([C:15](=[O:16])[CH2:14][N:11]3[CH2:12][CH2:13][N:8]([C:4]4[CH:5]=[CH:6][C:7]([N:27]5[CH2:31][CH2:30][CH2:29][C:28]5=[O:32])=[CH:2][CH:3]=4)[CH2:9][CH2:10]3)[CH2:18][CH2:19]2)[CH2:26][CH2:25][CH2:24]1. The catalyst class is: 110. (2) Reactant: C(Cl)CCl.Cl.[N:6]1[C:11]2[NH:12][CH2:13][CH2:14][O:15][CH2:16][C:10]=2[CH:9]=[C:8]([C:17](=[CH2:21])C(O)=O)[CH:7]=1.C1C=CC2N([OH:31])N=NC=2C=1.CNC[C:35]1[O:36][C:37]2[CH:44]=[CH:43][CH:42]=[CH:41][C:38]=2[C:39]=1C.[CH2:45]([N:47]([CH:51](C)C)[CH:48]([CH3:50])C)C. Product: [CH3:51][N:47]([CH2:48][C:50]1[O:36][C:37]2[CH:44]=[CH:43][CH:42]=[CH:41][C:38]=2[C:39]=1[CH3:35])[C:45](=[O:31])[CH:21]=[CH:17][C:8]1[CH:7]=[N:6][C:11]2[NH:12][CH2:13][CH2:14][O:15][CH2:16][C:10]=2[CH:9]=1. The catalyst class is: 18.